Task: Regression. Given two drug SMILES strings and cell line genomic features, predict the synergy score measuring deviation from expected non-interaction effect.. Dataset: NCI-60 drug combinations with 297,098 pairs across 59 cell lines (1) Drug 1: C1CC(=O)NC(=O)C1N2CC3=C(C2=O)C=CC=C3N. Drug 2: CC(C)NC(=O)C1=CC=C(C=C1)CNNC.Cl. Cell line: EKVX. Synergy scores: CSS=5.64, Synergy_ZIP=-0.243, Synergy_Bliss=1.51, Synergy_Loewe=2.23, Synergy_HSA=1.16. (2) Drug 1: CC1C(C(CC(O1)OC2CC(CC3=C2C(=C4C(=C3O)C(=O)C5=CC=CC=C5C4=O)O)(C(=O)C)O)N)O. Drug 2: CC1C(C(CC(O1)OC2CC(CC3=C2C(=C4C(=C3O)C(=O)C5=C(C4=O)C(=CC=C5)OC)O)(C(=O)CO)O)N)O.Cl. Cell line: HOP-62. Synergy scores: CSS=50.3, Synergy_ZIP=-4.19, Synergy_Bliss=-6.63, Synergy_Loewe=-4.00, Synergy_HSA=-2.01.